From a dataset of Reaction yield outcomes from USPTO patents with 853,638 reactions. Predict the reaction yield, written as a fraction of the theoretical maximum amount of product (1.0 means a 100% yield; for example, 0.34 means a 34% yield). (1) The reactants are Cl[C:2]1[N:7]=[C:6]([NH:8][C:9]2[CH:13]=[C:12]([CH:14]3[CH2:16][CH2:15]3)[NH:11][N:10]=2)[C:5]([C:17]#[C:18][Si:19]([CH3:22])([CH3:21])[CH3:20])=[CH:4][N:3]=1.[NH:23]1[CH2:28][CH2:27][CH2:26][CH2:25][CH2:24]1. The catalyst is CC(O)C. The product is [CH:14]1([C:12]2[NH:11][N:10]=[C:9]([NH:8][C:6]3[C:5]([C:17]#[C:18][Si:19]([CH3:22])([CH3:21])[CH3:20])=[CH:4][N:3]=[C:2]([N:23]4[CH2:28][CH2:27][CH2:26][CH2:25][CH2:24]4)[N:7]=3)[CH:13]=2)[CH2:16][CH2:15]1. The yield is 0.443. (2) The reactants are [Br:1][C:2]1[C:3](F)=[C:4]2[C:10]([NH:11][C:12](=[O:16])[C@@H:13]([OH:15])[CH3:14])=[CH:9][NH:8][C:5]2=[N:6][CH:7]=1.[NH:18]1[CH2:22][CH2:21][C@@H:20]([NH:23][C:24](=[O:30])[O:25][C:26]([CH3:29])([CH3:28])[CH3:27])[CH2:19]1.CCN(C(C)C)C(C)C.CC#N.O. The catalyst is CCCCO. The product is [Br:1][C:2]1[C:3]([N:18]2[CH2:22][CH2:21][C@@H:20]([NH:23][C:24](=[O:30])[O:25][C:26]([CH3:28])([CH3:27])[CH3:29])[CH2:19]2)=[C:4]2[C:10]([NH:11][C:12](=[O:16])[C@@H:13]([OH:15])[CH3:14])=[CH:9][NH:8][C:5]2=[N:6][CH:7]=1. The yield is 0.650. (3) The reactants are C[Si]([N-][Si](C)(C)C)(C)C.[Na+].[Br:11][C:12]1[C:13]([C:20]2[C:21](F)=[N:22][CH:23]=[C:24]([C:26]3[CH:31]=[CH:30][C:29]([CH2:32][N:33]4[CH2:38][CH2:37][CH2:36][CH2:35][CH2:34]4)=[CH:28][CH:27]=3)[CH:25]=2)=[C:14]([NH2:19])[CH:15]=[N:16][C:17]=1[Cl:18]. The catalyst is C1COCC1.O. The product is [Br:11][C:12]1[C:13]2[C:20]3[CH:25]=[C:24]([C:26]4[CH:31]=[CH:30][C:29]([CH2:32][N:33]5[CH2:38][CH2:37][CH2:36][CH2:35][CH2:34]5)=[CH:28][CH:27]=4)[CH:23]=[N:22][C:21]=3[NH:19][C:14]=2[CH:15]=[N:16][C:17]=1[Cl:18]. The yield is 0.170. (4) The reactants are [C:1]([CH2:3][C:4]([O:6]CC)=O)#[N:2].[F:9][C:10]1[CH:15]=[CH:14][C:13]([CH2:16][CH2:17][NH:18][C:19](=[O:23])/[CH:20]=[CH:21]/[CH3:22])=[CH:12][CH:11]=1.CC(C)([O-])C.[K+].O1CCCC1. The catalyst is C(O)(C)(C)C.Cl. The product is [F:9][C:10]1[CH:11]=[CH:12][C:13]([CH2:16][CH2:17][N:18]2[C:19](=[O:23])[CH2:20][C@@H:21]([CH3:22])[C@H:3]([C:1]#[N:2])[C:4]2=[O:6])=[CH:14][CH:15]=1. The yield is 0.930. (5) The reactants are [O:1]1[C:6]2[CH:7]=[CH:8][CH:9]=[C:10]([OH:11])[C:5]=2[O:4][CH2:3][CH2:2]1.C([Mg]Cl)(C)C.[CH:17]([N:30]1[C:38]2[C:33](=[CH:34][CH:35]=[CH:36][CH:37]=2)[C:32](=[O:39])[C:31]1=[O:40])([C:24]1[CH:29]=[CH:28][CH:27]=[CH:26][CH:25]=1)[C:18]1[CH:23]=[CH:22][CH:21]=[CH:20][CH:19]=1. The catalyst is O1CCCC1.ClCCCl. The product is [C:24]1([CH:17]([C:18]2[CH:23]=[CH:22][CH:21]=[CH:20][CH:19]=2)[N:30]2[C:38]3[C:33](=[CH:34][CH:35]=[CH:36][CH:37]=3)[C:32]([OH:39])([C:9]3[CH:8]=[CH:7][C:6]4[O:1][CH2:2][CH2:3][O:4][C:5]=4[C:10]=3[OH:11])[C:31]2=[O:40])[CH:25]=[CH:26][CH:27]=[CH:28][CH:29]=1. The yield is 0.690. (6) The product is [OH:2][NH:1][S:13]([C:12]1[C:7]2[C:8](=[N:4][S:5][N:6]=2)[CH:9]=[CH:10][CH:11]=1)(=[O:15])=[O:14]. The yield is 0.599. The catalyst is O1CCCC1.ClCCl. The reactants are [NH2:1][OH:2].O.[N:4]1[S:5][N:6]=[C:7]2[C:12]([S:13](Cl)(=[O:15])=[O:14])=[CH:11][CH:10]=[CH:9][C:8]=12.S(Cl)(Cl)(=O)=O.